Predict the reaction yield, written as a fraction of the theoretical maximum amount of product (1.0 means a 100% yield; for example, 0.34 means a 34% yield). From a dataset of Reaction yield outcomes from USPTO patents with 853,638 reactions. (1) The reactants are [OH:1][C:2]1[C:7]2[NH:8][C:9]([C:11]3[CH:16]=[CH:15][CH:14]=[CH:13][CH:12]=3)=[N:10][C:6]=2[C:5]([C:17]([OH:19])=O)=[CH:4][CH:3]=1.[NH2:20][CH2:21][CH2:22][C:23]1[CH:29]=[CH:28][C:26](N)=[CH:25][CH:24]=1. No catalyst specified. The product is [OH:1][C:2]1[C:7]2[N:8]=[C:9]([C:11]3[CH:12]=[CH:13][CH:14]=[CH:15][CH:16]=3)[NH:10][C:6]=2[C:5]([C:17]([NH:20][CH2:21][CH2:22][C:23]2[CH:29]=[CH:28][CH:26]=[CH:25][CH:24]=2)=[O:19])=[CH:4][CH:3]=1. The yield is 0.270. (2) The reactants are [CH3:1][C:2]1[CH:10]=[CH:9][CH:8]=[C:7]2[C:3]=1[CH:4]=[CH:5][NH:6]2.[Na].O.[OH-].[Na+]. The catalyst is C(O)(=O)C. The product is [CH3:1][C:2]1[CH:10]=[CH:9][CH:8]=[C:7]2[C:3]=1[CH2:4][CH2:5][NH:6]2. The yield is 0.970. (3) The reactants are [CH3:1][O:2][C:3]1[CH:4]=[C:5]2[C:10](=[CH:11][C:12]=1[O:13][CH3:14])[NH:9][CH:8]=[CH:7][C:6]2=[S:15].Br[C:17]1[S:18][C:19]([N+:22]([O-:24])=[O:23])=[CH:20][CH:21]=1.C(=O)([O-])[O-].[K+].[K+]. The catalyst is CN(C)C=O.CCCCCC.C(OCC)(=O)C.O. The product is [CH3:1][O:2][C:3]1[CH:4]=[C:5]2[C:10](=[CH:11][C:12]=1[O:13][CH3:14])[N:9]=[CH:8][CH:7]=[C:6]2[S:15][C:17]1[S:18][C:19]([N+:22]([O-:24])=[O:23])=[CH:20][CH:21]=1. The yield is 0.550. (4) The catalyst is CO.[Pd].C1(P(C2C=CC=CC=2)C2C=CC=CC=2)C=CC=CC=1.C1(P(C2C=CC=CC=2)C2C=CC=CC=2)C=CC=CC=1.C1(P(C2C=CC=CC=2)C2C=CC=CC=2)C=CC=CC=1.C1(P(C2C=CC=CC=2)C2C=CC=CC=2)C=CC=CC=1. The yield is 0.104. The reactants are C([O:4][C:5]1[CH:10]=[C:9]([O:11]CC=C)[C:8]([CH2:15][C:16]#[C:17][CH3:18])=[CH:7][C:6]=1[C:19]1[N:20]([C:25]2[CH:30]=[CH:29][C:28]([CH2:31][N:32]3[CH2:37][CH2:36][O:35][CH2:34][CH2:33]3)=[CH:27][CH:26]=2)[C:21](=[O:24])[NH:22][N:23]=1)C=C.C(=O)([O-])[O-].[K+].[K+].O.Cl. The product is [CH2:15]([C:8]1[C:9]([OH:11])=[CH:10][C:5]([OH:4])=[C:6]([C:19]2[N:20]([C:25]3[CH:26]=[CH:27][C:28]([CH2:31][N:32]4[CH2:37][CH2:36][O:35][CH2:34][CH2:33]4)=[CH:29][CH:30]=3)[C:21](=[O:24])[NH:22][N:23]=2)[CH:7]=1)[C:16]#[C:17][CH3:18]. (5) The reactants are [Cl:1][C:2]1[CH:7]=[CH:6][C:5]([C:8]2([OH:28])[C:16]3[C:11](=[CH:12][CH:13]=[CH:14][CH:15]=3)[C:10](=[O:17])[N:9]2[CH2:18][C:19]2[CH:24]=[CH:23][C:22]([N+:25]([O-:27])=[O:26])=[CH:21][CH:20]=2)=[CH:4][CH:3]=1.[C:29]1([CH2:37]O)[CH:34]=[CH:33][C:32]([CH2:35][OH:36])=[CH:31][CH:30]=1. No catalyst specified. The product is [Cl:1][C:2]1[CH:7]=[CH:6][C:5]([C:8]2([O:28][CH2:37][C:29]3[CH:34]=[CH:33][C:32]([CH2:35][OH:36])=[CH:31][CH:30]=3)[C:16]3[C:11](=[CH:12][CH:13]=[CH:14][CH:15]=3)[C:10](=[O:17])[N:9]2[CH2:18][C:19]2[CH:24]=[CH:23][C:22]([N+:25]([O-:27])=[O:26])=[CH:21][CH:20]=2)=[CH:4][CH:3]=1. The yield is 0.780. (6) The reactants are [Br:1][C:2]1[CH:3]=[C:4]([N:8]2[C:12]3=N[CH:14]=[C:15](I)[CH:16]=[C:11]3[C:10]([C:18]([O:20][CH3:21])=[O:19])=[N:9]2)[CH:5]=[CH:6][CH:7]=1.[CH3:22][N:23]1[CH:27]=[C:26](B2OC(C)(C)C(C)(C)O2)[CH:25]=[N:24]1.[Cl-].[Li+].[C:39](=O)([O-])[O-].[Na+].[Na+]. The catalyst is COCCOC.O.[Cl-].[NH4+]. The product is [Br:1][C:2]1[CH:3]=[C:4]([N:8]2[C:12]3[C:11](=[CH:16][C:15]([C:26]4[CH:25]=[N:24][N:23]([CH3:22])[CH:27]=4)=[CH:14][CH:39]=3)[C:10]([C:18]([O:20][CH3:21])=[O:19])=[N:9]2)[CH:5]=[CH:6][CH:7]=1. The yield is 0.380. (7) The reactants are [CH3:1][NH:2][C@@H:3]1[C:8]2[CH:9]=[CH:10][CH:11]=[CH:12][C:7]=2[C@H:6]([C:13]2[CH:14]=[CH:15][C:16]([Cl:20])=[C:17]([Cl:19])[CH:18]=2)[CH2:5][CH2:4]1.CCOCC.[ClH:26]. The catalyst is C(OCC)(=O)C. The product is [CH3:1][NH:2][C@@H:3]1[C:8]2[CH:9]=[CH:10][CH:11]=[CH:12][C:7]=2[C@H:6]([C:13]2[CH:14]=[CH:15][C:16]([Cl:20])=[C:17]([Cl:19])[CH:18]=2)[CH2:5][CH2:4]1.[ClH:26]. The yield is 0.838.